Dataset: Forward reaction prediction with 1.9M reactions from USPTO patents (1976-2016). Task: Predict the product of the given reaction. (1) Given the reactants [NH:1]1[C:9]2[C:4](=[CH:5][CH:6]=[CH:7][CH:8]=2)[C:3]([CH2:10][C:11]2[CH:16]=[CH:15][C:14]([NH:17][C:18](=[O:35])[NH:19][CH2:20][CH2:21][N:22]3[CH2:27][CH2:26][N:25]([C:28](OC(C)(C)C)=O)[CH2:24][CH2:23]3)=[CH:13][C:12]=2[CH2:36][CH3:37])=[CH:2]1.FC(F)(F)C(O)=O, predict the reaction product. The product is: [NH:1]1[C:9]2[C:4](=[CH:5][CH:6]=[CH:7][CH:8]=2)[C:3]([CH2:10][C:11]2[CH:16]=[CH:15][C:14]([NH:17][C:18]([NH:19][CH2:20][CH2:21][N:22]3[CH2:23][CH2:24][N:25]([CH3:28])[CH2:26][CH2:27]3)=[O:35])=[CH:13][C:12]=2[CH2:36][CH3:37])=[CH:2]1. (2) Given the reactants Cl.Cl.C(O[C:6]([C:8]1[CH:9]=[C:10]2[C:14](=[CH:15][CH:16]=1)[NH:13][N:12]=[C:11]2[C:17]1[CH:26]=[CH:25][C:24]2[C:19](=[CH:20][CH:21]=[C:22]([O:27][CH2:28][CH2:29][N:30]3[CH2:36][CH2:35][CH2:34][CH2:33][CH2:32][CH2:31]3)[CH:23]=2)[CH:18]=1)=[NH:7])C.[CH3:37][C:38]([CH3:44])([CH3:43])[C:39]([NH:41][NH2:42])=O.C(N(CC)CC)C, predict the reaction product. The product is: [N:30]1([CH2:29][CH2:28][O:27][C:22]2[CH:23]=[C:24]3[C:19](=[CH:20][CH:21]=2)[CH:18]=[C:17]([C:11]2[C:10]4[C:14](=[CH:15][CH:16]=[C:8]([C:6]5[NH:42][N:41]=[C:39]([C:38]([CH3:44])([CH3:43])[CH3:37])[N:7]=5)[CH:9]=4)[NH:13][N:12]=2)[CH:26]=[CH:25]3)[CH2:36][CH2:35][CH2:34][CH2:33][CH2:32][CH2:31]1. (3) Given the reactants [NH2:1][C@@H:2]([CH2:22][C:23]1[CH:28]=[CH:27][C:26]([O:29][CH2:30][C:31]2[CH:36]=[CH:35][CH:34]=[CH:33][CH:32]=2)=[CH:25][C:24]=1[F:37])[C:3]([N:5]([CH2:14][CH:15]([O:19][CH2:20][CH3:21])[O:16][CH2:17][CH3:18])[CH2:6][C:7]1[CH:12]=[CH:11][CH:10]=[C:9]([F:13])[N:8]=1)=[O:4].[CH2:38]([NH:45][C:46]([NH:48][N:49]([CH2:54][CH:55]=[CH2:56])[CH2:50][C:51](O)=[O:52])=[O:47])[C:39]1[CH:44]=[CH:43][CH:42]=[CH:41][CH:40]=1.C(N(CC)CC)C.CN(C(ON1N=NC2C=CC=CC1=2)=[N+](C)C)C.F[P-](F)(F)(F)(F)F, predict the reaction product. The product is: [CH2:38]([NH:45][C:46]([NH:48][N:49]([CH2:54][CH:55]=[CH2:56])[CH2:50][C:51]([NH:1][C@@H:2]([CH2:22][C:23]1[CH:28]=[CH:27][C:26]([O:29][CH2:30][C:31]2[CH:32]=[CH:33][CH:34]=[CH:35][CH:36]=2)=[CH:25][C:24]=1[F:37])[C:3]([N:5]([CH2:14][CH:15]([O:19][CH2:20][CH3:21])[O:16][CH2:17][CH3:18])[CH2:6][C:7]1[CH:12]=[CH:11][CH:10]=[C:9]([F:13])[N:8]=1)=[O:4])=[O:52])=[O:47])[C:39]1[CH:40]=[CH:41][CH:42]=[CH:43][CH:44]=1. (4) Given the reactants [H-].[Na+].[CH:3]12[C:12](=[O:13])[NH:11][CH:10]1[CH2:9][CH2:8][CH:7]=[CH:6][CH2:5][CH2:4]2.Br[CH2:15][C:16]([OH:18])=[O:17].CN(C=O)C, predict the reaction product. The product is: [O:13]=[C:12]1[CH:3]2[CH:10]([CH2:9][CH2:8][CH:7]=[CH:6][CH2:5][CH2:4]2)[N:11]1[CH2:15][C:16]([OH:18])=[O:17]. (5) Given the reactants B.C1C[O:5]CC1.[CH:7]12[CH2:13][CH:10]([CH:11]=[CH:12]1)[CH:9]([C:14]([O:16][CH2:17][CH3:18])=[O:15])[N:8]2[C:19]([O:21][CH2:22][C:23]1[CH:28]=[CH:27][CH:26]=[CH:25][CH:24]=1)=[O:20].[OH-].[Na+].OO, predict the reaction product. The product is: [OH:5][CH:11]1[CH2:12][CH:7]2[CH2:13][CH:10]1[CH:9]([C:14]([O:16][CH2:17][CH3:18])=[O:15])[N:8]2[C:19]([O:21][CH2:22][C:23]1[CH:24]=[CH:25][CH:26]=[CH:27][CH:28]=1)=[O:20]. (6) Given the reactants [F:1][C:2]1[CH:9]=[C:8]([O:10][CH3:11])[CH:7]=[CH:6][C:3]=1[CH:4]=O.[N+:12]([CH3:15])([O-:14])=[O:13].[OH-].[Na+].Cl, predict the reaction product. The product is: [F:1][C:2]1[CH:9]=[C:8]([O:10][CH3:11])[CH:7]=[CH:6][C:3]=1[CH:4]=[CH:15][N+:12]([O-:14])=[O:13]. (7) Given the reactants C(O[C:6](=O)[N:7]([C:9]1[C:14]([F:15])=[CH:13][C:12]([C:16]2[O:17][C:18]3[CH:24]=[CH:23][C:22]([O:25]C)=[CH:21][C:19]=3[CH:20]=2)=[CH:11][N:10]=1)C)(C)(C)C.B(Br)(Br)Br, predict the reaction product. The product is: [F:15][C:14]1[CH:13]=[C:12]([C:16]2[O:17][C:18]3[CH:24]=[CH:23][C:22]([OH:25])=[CH:21][C:19]=3[CH:20]=2)[CH:11]=[N:10][C:9]=1[NH:7][CH3:6].